From a dataset of Forward reaction prediction with 1.9M reactions from USPTO patents (1976-2016). Predict the product of the given reaction. (1) Given the reactants Br[C:2]1[CH:3]=[C:4]([C:8]2[N:13]=[C:12]([CH:14]([F:16])[F:15])[CH:11]=[C:10]([C:17]3[CH:22]=[CH:21][C:20]([C:23]([F:26])([F:25])[F:24])=[CH:19][CH:18]=3)[N:9]=2)[CH:5]=[CH:6][CH:7]=1.[NH2:27][C:28]1[CH:33]=[CH:32][C:31](B2OC(C)(C)C(C)(C)O2)=[CH:30][N:29]=1, predict the reaction product. The product is: [F:15][CH:14]([F:16])[C:12]1[CH:11]=[C:10]([C:17]2[CH:22]=[CH:21][C:20]([C:23]([F:26])([F:25])[F:24])=[CH:19][CH:18]=2)[N:9]=[C:8]([C:4]2[CH:3]=[C:2]([C:31]3[CH:32]=[CH:33][C:28]([NH2:27])=[N:29][CH:30]=3)[CH:7]=[CH:6][CH:5]=2)[N:13]=1. (2) Given the reactants C(OC(=O)[NH:7][CH:8]([C:13](=[O:33])[NH:14][C:15]1[CH:20]=[CH:19][C:18]([C:21]2[CH:26]=[C:25]([C:27]3[O:28][CH:29]=[CH:30][N:31]=3)[CH:24]=[CH:23][C:22]=2[CH3:32])=[CH:17][CH:16]=1)[CH2:9][CH:10]([CH3:12])[CH3:11])(C)(C)C.FC(F)(F)C(O)=O.C(Cl)Cl.CO, predict the reaction product. The product is: [CH3:32][C:22]1[CH:23]=[CH:24][C:25]([C:27]2[O:28][CH:29]=[CH:30][N:31]=2)=[CH:26][C:21]=1[C:18]1[CH:17]=[CH:16][C:15]([NH:14][C:13](=[O:33])[CH:8]([NH2:7])[CH2:9][CH:10]([CH3:12])[CH3:11])=[CH:20][CH:19]=1. (3) Given the reactants Br[C:2]1[CH:7]=[CH:6][C:5]([C:8]2[CH:17]=[CH:16][C:15]3[C:10](=[CH:11][CH:12]=[C:13]([C:18]4[CH:23]=[CH:22][CH:21]=[CH:20][CH:19]=4)[CH:14]=3)[CH:9]=2)=[CH:4][CH:3]=1.CCCCCC.C([Li])CCC.[B:35](OC(C)C)([O:40]C(C)C)[O:36]C(C)C.Cl, predict the reaction product. The product is: [C:18]1([C:13]2[CH:14]=[C:15]3[C:10](=[CH:11][CH:12]=2)[CH:9]=[C:8]([C:5]2[CH:6]=[CH:7][C:2]([B:35]([OH:40])[OH:36])=[CH:3][CH:4]=2)[CH:17]=[CH:16]3)[CH:23]=[CH:22][CH:21]=[CH:20][CH:19]=1. (4) Given the reactants [N:1]1[C:10]2[C:5](=[CH:6][CH:7]=[CH:8][N:9]=2)[CH:4]=[CH:3][CH:2]=1, predict the reaction product. The product is: [NH:9]1[C:10]2[C:5](=[CH:4][CH:3]=[CH:2][N:1]=2)[CH2:6][CH2:7][CH2:8]1. (5) Given the reactants [F:1][C:2]1([F:14])[CH2:7][C:6]([C:8]([O:10][CH2:11][CH3:12])=[O:9])=[C:5](O)[CH2:4][CH2:3]1.[C:15]1([C@@H:21]([NH2:23])[CH3:22])[CH:20]=[CH:19][CH:18]=[CH:17][CH:16]=1, predict the reaction product. The product is: [F:1][C:2]1([F:14])[CH2:7][C:6]([C:8]([O:10][CH2:11][CH3:12])=[O:9])=[C:5]([NH:23][C@H:21]([C:15]2[CH:20]=[CH:19][CH:18]=[CH:17][CH:16]=2)[CH3:22])[CH2:4][CH2:3]1. (6) Given the reactants C([O:4][C:5]1[C:6]([C:12]#[N:13])=[N:7][C:8]([F:11])=[CH:9][N:10]=1)C=C.[Cl-].[Al+3].[Cl-].[Cl-].O, predict the reaction product. The product is: [F:11][C:8]1[N:7]=[C:6]([C:12]#[N:13])[C:5](=[O:4])[NH:10][CH:9]=1. (7) Given the reactants [Cl:1][C:2]1[CH:11]=[CH:10][CH:9]=[CH:8][C:3]=1[CH2:4][N:5]=[C:6]=[O:7].ClC1C=CC=CC=1CN.ClC(Cl)(OC(=O)OC(Cl)(Cl)Cl)Cl.CO[C:35](=[O:45])[C:36]1[C:41]([Br:42])=[CH:40][C:39]([Br:43])=[CH:38][C:37]=1[NH2:44].[OH-].[Na+].N(NC1C(=CC=CC=1)C([O-])=O)C(N)=O, predict the reaction product. The product is: [Br:42][C:41]1[CH:40]=[C:39]([Br:43])[CH:38]=[C:37]2[C:36]=1[C:35](=[O:45])[N:5]([CH2:4][C:3]1[CH:8]=[CH:9][CH:10]=[CH:11][C:2]=1[Cl:1])[C:6](=[O:7])[NH:44]2.